From a dataset of Forward reaction prediction with 1.9M reactions from USPTO patents (1976-2016). Predict the product of the given reaction. (1) The product is: [NH2:21][C:20]1[C:11]([C:9]([C:4]2[CH:5]=[CH:6][C:7]([F:8])=[C:2]([Cl:1])[CH:3]=2)=[O:10])=[CH:12][CH:13]=[C:14]2[C:19]=1[N:18]=[CH:17][CH:16]=[CH:15]2. Given the reactants [Cl:1][C:2]1[CH:3]=[C:4]([C:9]([C:11]2[C:20]([N+:21]([O-])=O)=[C:19]3[C:14]([CH:15]=[CH:16][CH:17]=[N:18]3)=[CH:13][CH:12]=2)=[O:10])[CH:5]=[CH:6][C:7]=1[F:8], predict the reaction product. (2) Given the reactants Br[C:2]1[CH:3]=[C:4]([C:8]2([C:19]3[CH:24]=[CH:23][N:22]=[C:21]([CH3:25])[CH:20]=3)[C:16]3[C:11](=[N:12][CH:13]=[C:14]([Cl:17])[CH:15]=3)[C:10]([NH2:18])=[N:9]2)[CH:5]=[CH:6][CH:7]=1.[N:26]1[CH:31]=[C:30](B(O)O)[CH:29]=[N:28][CH:27]=1, predict the reaction product. The product is: [Cl:17][C:14]1[CH:15]=[C:16]2[C:8]([C:19]3[CH:24]=[CH:23][N:22]=[C:21]([CH3:25])[CH:20]=3)([C:4]3[CH:5]=[CH:6][CH:7]=[C:2]([C:30]4[CH:31]=[N:26][CH:27]=[N:28][CH:29]=4)[CH:3]=3)[N:9]=[C:10]([NH2:18])[C:11]2=[N:12][CH:13]=1. (3) Given the reactants O=[CH:2][C:3]([NH:5][CH2:6][CH:7]1[O:11][CH2:10][N:9]([C:12]2[CH:17]=[CH:16][C:15]([N:18]3[CH:22]=[C:21]([C:23](C)(C)[O:24][SiH2]C(C)(C)C)[N:20]=[CH:19]3)=[C:14]([F:32])[CH:13]=2)[CH2:8]1)=[O:4].CCCC[N+](CCCC)(CCCC)CCCC.[F-].C1C[O:54]CC1, predict the reaction product. The product is: [F:32][C:14]1[CH:13]=[C:12]([N:9]2[CH2:8][C@H:7]([CH2:6][NH:5][C:3](=[O:4])[CH3:2])[O:11][C:10]2=[O:54])[CH:17]=[CH:16][C:15]=1[N:18]1[CH:22]=[C:21]([CH2:23][OH:24])[N:20]=[CH:19]1.